Dataset: Reaction yield outcomes from USPTO patents with 853,638 reactions. Task: Predict the reaction yield, written as a fraction of the theoretical maximum amount of product (1.0 means a 100% yield; for example, 0.34 means a 34% yield). (1) The reactants are [CH2:1]([O:3][CH:4]([O:20][CH2:21][CH3:22])[C:5]1[CH:10]=[C:9](Cl)[N:8]=[C:7]([S:12][CH2:13][C:14]2[CH:19]=[CH:18][CH:17]=[CH:16][CH:15]=2)[N:6]=1)[CH3:2].[NH3:23]. The catalyst is C(O)C. The product is [CH2:1]([O:3][CH:4]([O:20][CH2:21][CH3:22])[C:5]1[N:6]=[C:7]([S:12][CH2:13][C:14]2[CH:19]=[CH:18][CH:17]=[CH:16][CH:15]=2)[N:8]=[C:9]([NH2:23])[CH:10]=1)[CH3:2]. The yield is 0.930. (2) The reactants are [ClH:1].[Br:2][C:3]1[CH:8]=[CH:7][C:6]([C@@H:9]([C@H:29]2[N:33](C(OC(C)(C)C)=O)[C:32]([CH3:42])([CH3:41])[CH2:31][CH2:30]2)[C:10]([N:12]2[CH2:17][CH2:16][N:15]([C:18]3[C:19]4[C@H:26]([CH3:27])[CH2:25][C@@H:24]([OH:28])[C:20]=4[N:21]=[CH:22][N:23]=3)[CH2:14][CH2:13]2)=[O:11])=[CH:5][C:4]=1[F:43]. The catalyst is C(Cl)Cl. The product is [ClH:1].[ClH:1].[Br:2][C:3]1[CH:8]=[CH:7][C:6]([C@@H:9]([C@@H:29]2[CH2:30][CH2:31][C:32]([CH3:42])([CH3:41])[NH:33]2)[C:10]([N:12]2[CH2:17][CH2:16][N:15]([C:18]3[C:19]4[C@H:26]([CH3:27])[CH2:25][C@@H:24]([OH:28])[C:20]=4[N:21]=[CH:22][N:23]=3)[CH2:14][CH2:13]2)=[O:11])=[CH:5][C:4]=1[F:43]. The yield is 0.319.